This data is from Reaction yield outcomes from USPTO patents with 853,638 reactions. The task is: Predict the reaction yield, written as a fraction of the theoretical maximum amount of product (1.0 means a 100% yield; for example, 0.34 means a 34% yield). The reactants are ClC[C:3]([C:5]1[C:6]2[CH:13]=[C:12]([CH3:14])[CH:11]=[CH:10][C:7]=2[S:8][CH:9]=1)=[O:4].C[OH:16].[OH-].[Na+].Cl. The catalyst is C1COCC1.O. The product is [C:3]([C:5]1[C:6]2[CH:13]=[C:12]([CH3:14])[CH:11]=[CH:10][C:7]=2[S:8][CH:9]=1)([OH:4])=[O:16]. The yield is 0.970.